From a dataset of Forward reaction prediction with 1.9M reactions from USPTO patents (1976-2016). Predict the product of the given reaction. (1) Given the reactants [Br:1][C:2]1[CH:10]=[CH:9][C:5]([C:6]([OH:8])=O)=[CH:4][CH:3]=1.[CH:11]1([C:14]2[CH:15]=[C:16]([CH3:26])[C:17]([N:20]3[CH2:25][CH2:24][NH:23][CH2:22][CH2:21]3)=[N:18][CH:19]=2)[CH2:13][CH2:12]1, predict the reaction product. The product is: [Br:1][C:2]1[CH:3]=[CH:4][C:5]([C:6]([N:23]2[CH2:24][CH2:25][N:20]([C:17]3[C:16]([CH3:26])=[CH:15][C:14]([CH:11]4[CH2:12][CH2:13]4)=[CH:19][N:18]=3)[CH2:21][CH2:22]2)=[O:8])=[CH:9][CH:10]=1. (2) Given the reactants [CH2:1]([O:3][C:4](=[O:20])[C:5]1[CH:10]=[C:9]([O:11][C:12]([F:15])([F:14])[F:13])[C:8](Br)=[CH:7][C:6]=1[N+:17]([O-:19])=[O:18])[CH3:2].C(OC(=O)C1C=C(OC(F)(F)F)C(CN2CC[C@@H](NC(OC(C)(C)C)=O)C2)=CC=1[N+]([O-])=O)C.[C:54]([O:58][C:59]([N:61]([CH3:72])[C@@H:62]1[CH2:66][CH2:65][N:64]([CH2:67][B-](F)(F)F)[CH2:63]1)=[O:60])([CH3:57])([CH3:56])[CH3:55].[K+], predict the reaction product. The product is: [CH2:1]([O:3][C:4](=[O:20])[C:5]1[CH:10]=[C:9]([O:11][C:12]([F:15])([F:14])[F:13])[C:8]([CH2:67][N:64]2[CH2:65][CH2:66][C@@H:62]([N:61]([C:59]([O:58][C:54]([CH3:57])([CH3:56])[CH3:55])=[O:60])[CH3:72])[CH2:63]2)=[CH:7][C:6]=1[N+:17]([O-:19])=[O:18])[CH3:2]. (3) Given the reactants [O:1]=[C:2]1[C:6]([C:13]2[CH:18]=[CH:17][CH:16]=[CH:15][CH:14]=2)([C:7]2[CH:12]=[CH:11][CH:10]=[CH:9][CH:8]=2)[CH2:5][CH2:4][N:3]1[CH2:19][C:20]([O:22]CC)=[O:21].[OH-].[Li+], predict the reaction product. The product is: [O:1]=[C:2]1[C:6]([C:13]2[CH:14]=[CH:15][CH:16]=[CH:17][CH:18]=2)([C:7]2[CH:12]=[CH:11][CH:10]=[CH:9][CH:8]=2)[CH2:5][CH2:4][N:3]1[CH2:19][C:20]([OH:22])=[O:21]. (4) Given the reactants C(=O)([O-])[O-].[Cs+].[Cs+].CN(C)C=O.Br[CH2:13][C:14]1[CH:19]=[CH:18][C:17]([CH2:20][Br:21])=[CH:16][CH:15]=1.[F:22][C:23]1[CH:28]=[CH:27][C:26]([N:29]2[C@H:32]([C:33]3[CH:38]=[CH:37][C:36]([OH:39])=[CH:35][CH:34]=3)[C@@H:31]([CH2:40][CH2:41][C@@H:42]([C:44]3[CH:49]=[CH:48][C:47]([F:50])=[CH:46][CH:45]=3)[OH:43])[C:30]2=[O:51])=[CH:25][CH:24]=1, predict the reaction product. The product is: [Br:21][CH2:20][C:17]1[CH:18]=[CH:19][C:14]([CH2:13][O:39][C:36]2[CH:37]=[CH:38][C:33]([C@H:32]3[N:29]([C:26]4[CH:25]=[CH:24][C:23]([F:22])=[CH:28][CH:27]=4)[C:30](=[O:51])[C@@H:31]3[CH2:40][CH2:41][C@@H:42]([C:44]3[CH:45]=[CH:46][C:47]([F:50])=[CH:48][CH:49]=3)[OH:43])=[CH:34][CH:35]=2)=[CH:15][CH:16]=1. (5) Given the reactants [C:1]1([CH2:7][O:8][C:9](=[O:21])[N:10]([CH2:12][CH2:13][CH:14](OCC)[O:15]CC)[CH3:11])[CH:6]=[CH:5][CH:4]=[CH:3][CH:2]=1.C(O)(C(F)(F)F)=O, predict the reaction product. The product is: [CH3:11][N:10]([CH2:12][CH2:13][CH:14]=[O:15])[C:9](=[O:21])[O:8][CH2:7][C:1]1[CH:2]=[CH:3][CH:4]=[CH:5][CH:6]=1. (6) Given the reactants [CH3:1]N(C=O)C.[CH:6]1([C:11]2([CH3:27])[NH:15][C:14](=[O:16])[N:13]([CH2:17][C:18]3[CH:23]=[CH:22][C:21]([O:24][CH3:25])=[CH:20][CH:19]=3)[C:12]2=[O:26])[CH2:10][CH2:9][CH2:8][CH2:7]1.[H-].[Na+].CI, predict the reaction product. The product is: [CH:6]1([C:11]2([CH3:27])[N:15]([CH3:1])[C:14](=[O:16])[N:13]([CH2:17][C:18]3[CH:19]=[CH:20][C:21]([O:24][CH3:25])=[CH:22][CH:23]=3)[C:12]2=[O:26])[CH2:7][CH2:8][CH2:9][CH2:10]1.